This data is from Full USPTO retrosynthesis dataset with 1.9M reactions from patents (1976-2016). The task is: Predict the reactants needed to synthesize the given product. (1) Given the product [CH3:20][N:18]1[CH:19]=[C:15]([N:14]2[C:5]3[C:4]4[CH:3]=[C:2]([C:30]5[CH:29]=[N:28][C:27]([O:26][CH2:24][CH3:25])=[N:32][CH:31]=5)[CH:11]=[CH:10][C:9]=4[N:8]=[CH:7][C:6]=3[N:12]([CH3:23])[C:13]2=[O:22])[C:16]([CH3:21])=[N:17]1, predict the reactants needed to synthesize it. The reactants are: Br[C:2]1[CH:11]=[CH:10][C:9]2[N:8]=[CH:7][C:6]3[N:12]([CH3:23])[C:13](=[O:22])[N:14]([C:15]4[C:16]([CH3:21])=[N:17][N:18]([CH3:20])[CH:19]=4)[C:5]=3[C:4]=2[CH:3]=1.[CH2:24]([O:26][C:27]1[N:32]=[CH:31][C:30](B(O)O)=[CH:29][N:28]=1)[CH3:25]. (2) Given the product [CH3:1][C:2]1[CH:3]=[C:4]2[C:8](=[CH:9][C:10]=1[N+:11]([O-:13])=[O:12])[NH:7][CH:6]=[CH:5]2, predict the reactants needed to synthesize it. The reactants are: [CH3:1][C:2]1[CH:3]=[C:4]2[C:8](=[CH:9][C:10]=1[N+:11]([O-:13])=[O:12])[NH:7][CH2:6][CH2:5]2. (3) The reactants are: [F:1][C:2]1[C:3]([C:14]([O:16]CC)=[O:15])=[N:4][O:5][C:6]=1[C:7]1[CH:12]=[CH:11][C:10]([F:13])=[CH:9][CH:8]=1.[Li+].[OH-].Cl. Given the product [F:1][C:2]1[C:3]([C:14]([OH:16])=[O:15])=[N:4][O:5][C:6]=1[C:7]1[CH:8]=[CH:9][C:10]([F:13])=[CH:11][CH:12]=1, predict the reactants needed to synthesize it. (4) The reactants are: [CH3:1][O:2][C:3]1[C:8]2[N:9]=[C:10]([NH2:12])[S:11][C:7]=2[C:6]([N:13]2[CH2:18][CH2:17][O:16][CH2:15][CH2:14]2)=[CH:5][CH:4]=1.[CH3:19][N:20]([CH3:27])[CH2:21][CH2:22][CH2:23][C:24](Cl)=[O:25]. Given the product [CH3:19][N:20]([CH3:27])[CH2:21][CH2:22][CH2:23][C:24]([NH:12][C:10]1[S:11][C:7]2[C:6]([N:13]3[CH2:18][CH2:17][O:16][CH2:15][CH2:14]3)=[CH:5][CH:4]=[C:3]([O:2][CH3:1])[C:8]=2[N:9]=1)=[O:25], predict the reactants needed to synthesize it. (5) Given the product [CH2:1]([O:8][C:9]1[CH:24]=[C:23]([N:25]([CH2:31][C:32]2[CH:33]=[CH:34][C:35]([CH:38]3[CH2:43][CH2:42][CH2:41][CH2:40][CH2:39]3)=[CH:36][CH:37]=2)[C:26](=[O:30])[CH2:27][N:28]([CH3:29])[S:54]([C:44]2[C:53]3[C:48](=[CH:49][CH:50]=[CH:51][CH:52]=3)[CH:47]=[CH:46][CH:45]=2)(=[O:56])=[O:55])[CH:22]=[CH:21][C:10]=1[C:11]([O:13][CH2:14][C:15]1[CH:20]=[CH:19][CH:18]=[CH:17][CH:16]=1)=[O:12])[C:2]1[CH:3]=[CH:4][CH:5]=[CH:6][CH:7]=1, predict the reactants needed to synthesize it. The reactants are: [CH2:1]([O:8][C:9]1[CH:24]=[C:23]([N:25]([CH2:31][C:32]2[CH:37]=[CH:36][C:35]([CH:38]3[CH2:43][CH2:42][CH2:41][CH2:40][CH2:39]3)=[CH:34][CH:33]=2)[C:26](=[O:30])[CH2:27][NH:28][CH3:29])[CH:22]=[CH:21][C:10]=1[C:11]([O:13][CH2:14][C:15]1[CH:20]=[CH:19][CH:18]=[CH:17][CH:16]=1)=[O:12])[C:2]1[CH:7]=[CH:6][CH:5]=[CH:4][CH:3]=1.[C:44]1([S:54](Cl)(=[O:56])=[O:55])[C:53]2[C:48](=[CH:49][CH:50]=[CH:51][CH:52]=2)[CH:47]=[CH:46][CH:45]=1. (6) Given the product [Cl:1][C:2]1[CH:3]=[CH:4][C:5]([NH:18][C:19]([CH:21]2[CH2:22][CH2:23][N:24]([CH:31]3[CH2:32][CH2:33][CH2:34][N:28]([CH3:27])[CH2:29][CH2:30]3)[CH2:25][CH2:26]2)=[O:20])=[C:6]([CH:17]=1)[C:7]([NH:9][C:10]1[CH:15]=[CH:14][C:13]([Cl:16])=[CH:12][N:11]=1)=[O:8], predict the reactants needed to synthesize it. The reactants are: [Cl:1][C:2]1[CH:3]=[CH:4][C:5]([NH:18][C:19]([CH:21]2[CH2:26][CH2:25][NH:24][CH2:23][CH2:22]2)=[O:20])=[C:6]([CH:17]=1)[C:7]([NH:9][C:10]1[CH:15]=[CH:14][C:13]([Cl:16])=[CH:12][N:11]=1)=[O:8].[CH3:27][N:28]1[CH2:34][CH2:33][CH2:32][C:31](=O)[CH2:30][CH2:29]1.[BH3-]C#N.[Na+].C(O)(=O)C.